This data is from PAMPA (Parallel Artificial Membrane Permeability Assay) permeability data from NCATS. The task is: Regression/Classification. Given a drug SMILES string, predict its absorption, distribution, metabolism, or excretion properties. Task type varies by dataset: regression for continuous measurements (e.g., permeability, clearance, half-life) or binary classification for categorical outcomes (e.g., BBB penetration, CYP inhibition). Dataset: pampa_ncats. (1) The compound is C1=CC=C2C(=C1)C(=O)C=C(N2)/C=C/C3=C(C=CC=C3Cl)F. The result is 1 (high permeability). (2) The drug is CC1=CC=C(C=C1)C2=NC3=CC=CC=C3C(=C2)C(=O)NC4=CC=CC=N4. The result is 1 (high permeability). (3) The compound is C1=CC=C(C=C1)CC2=CC(=CN=C2)NC(=O)C3=CC=C(O3)C4=CC(=CC=C4)[N+](=O)[O-]. The result is 1 (high permeability). (4) The drug is C1CN(CCC1N)C2=NC(=CS2)C3=CC=C(C=C3)Br. The result is 1 (high permeability).